From a dataset of Catalyst prediction with 721,799 reactions and 888 catalyst types from USPTO. Predict which catalyst facilitates the given reaction. Reactant: [F:1][C:2]([F:10])([F:9])[C:3]1[S:7][CH:6]=[C:5]([OH:8])[CH:4]=1.Cl[C:12]1[N:16]([C:17]2[CH:22]=[CH:21][CH:20]=[CH:19][CH:18]=2)[N:15]=[N:14][N:13]=1.C([O-])([O-])=O.[K+].[K+]. Product: [C:17]1([N:16]2[C:12]([O:8][C:5]3[CH:4]=[C:3]([C:2]([F:10])([F:9])[F:1])[S:7][CH:6]=3)=[N:13][N:14]=[N:15]2)[CH:18]=[CH:19][CH:20]=[CH:21][CH:22]=1. The catalyst class is: 21.